Dataset: Full USPTO retrosynthesis dataset with 1.9M reactions from patents (1976-2016). Task: Predict the reactants needed to synthesize the given product. (1) Given the product [Cl:8][C:9]1[N:14]=[C:13]([N:15]2[CH2:20][CH2:19][O:18][CH2:17][C@H:16]2[CH3:21])[CH:12]=[C:11]([CH2:22][S:4]([CH:1]2[CH2:3][CH2:2]2)(=[O:6])=[O:5])[N:10]=1, predict the reactants needed to synthesize it. The reactants are: [CH:1]1([S:4]([O-:6])=[O:5])[CH2:3][CH2:2]1.[Na+].[Cl:8][C:9]1[N:14]=[C:13]([N:15]2[CH2:20][CH2:19][O:18][CH2:17][C@H:16]2[CH3:21])[CH:12]=[C:11]([CH2:22]I)[N:10]=1. (2) Given the product [C:1]([O:5][C:6](=[O:7])[NH:8][CH:9]1[C:27](=[O:28])[N:26]2[CH:22]([CH2:23][CH:24]([O:29][C:30]3[C:39]4[C:34](=[CH:35][CH:36]=[CH:37][CH:38]=4)[CH:33]=[CH:32][N:31]=3)[CH2:25]2)[C:21](=[O:40])[NH:20][C:19]2([C:41]([NH:57][S:54]([C:51]3([CH2:44][C:45]4[CH:50]=[CH:49][CH:48]=[CH:47][CH:46]=4)[CH2:53][CH2:52]3)(=[O:55])=[O:56])=[O:42])[CH:17]([CH2:18]2)[CH:16]=[CH:15][CH2:14][CH2:13][CH2:12][CH2:11][CH2:10]1)([CH3:4])([CH3:2])[CH3:3], predict the reactants needed to synthesize it. The reactants are: [C:1]([O:5][C:6]([NH:8][CH:9]1[C:27](=[O:28])[N:26]2[CH:22]([CH2:23][CH:24]([O:29][C:30]3[C:39]4[C:34](=[CH:35][CH:36]=[CH:37][CH:38]=4)[CH:33]=[CH:32][N:31]=3)[CH2:25]2)[C:21](=[O:40])[NH:20][C:19]2([C:41](O)=[O:42])[CH:17]([CH2:18]2)[CH:16]=[CH:15][CH2:14][CH2:13][CH2:12][CH2:11][CH2:10]1)=[O:7])([CH3:4])([CH3:3])[CH3:2].[CH2:44]([C:51]1([S:54]([NH2:57])(=[O:56])=[O:55])[CH2:53][CH2:52]1)[C:45]1[CH:50]=[CH:49][CH:48]=[CH:47][CH:46]=1.